Predict the reactants needed to synthesize the given product. From a dataset of Full USPTO retrosynthesis dataset with 1.9M reactions from patents (1976-2016). (1) Given the product [NH2:15][CH2:14][CH2:13][N:10]1[C:8]2[N:9]=[C:4]([CH:1]3[CH2:2][CH2:3]3)[CH:5]=[C:6]([C:23]([NH:25][CH2:26][C:27]3[C:28](=[O:35])[NH:29][C:30]([CH3:34])=[CH:31][C:32]=3[CH3:33])=[O:24])[C:7]=2[CH:12]=[N:11]1, predict the reactants needed to synthesize it. The reactants are: [CH:1]1([C:4]2[N:9]=[C:8]3[N:10]([CH2:13][CH2:14][NH:15]C(=O)OC(C)(C)C)[N:11]=[CH:12][C:7]3=[C:6]([C:23]([NH:25][CH2:26][C:27]3[C:28](=[O:35])[NH:29][C:30]([CH3:34])=[CH:31][C:32]=3[CH3:33])=[O:24])[CH:5]=2)[CH2:3][CH2:2]1.FC(F)(F)C(O)=O. (2) Given the product [F:1][C:2]1[CH:3]=[CH:4][C:5]([C:8]2[CH:12]=[C:11]([C:13]([NH:16][CH2:17][CH2:18][C:19]([O:21][CH3:22])=[O:20])=[O:15])[O:10][N:9]=2)=[CH:6][CH:7]=1, predict the reactants needed to synthesize it. The reactants are: [F:1][C:2]1[CH:7]=[CH:6][C:5]([C:8]2[CH:12]=[C:11]([C:13]([OH:15])=O)[O:10][N:9]=2)=[CH:4][CH:3]=1.[NH2:16][CH2:17][CH2:18][C:19]([O:21][CH3:22])=[O:20].ClCCl.CCN(C(C)C)C(C)C.